The task is: Predict the reactants needed to synthesize the given product.. This data is from Full USPTO retrosynthesis dataset with 1.9M reactions from patents (1976-2016). Given the product [F:17][C:14]1[CH:15]=[CH:16][C:11]([N:6]2[CH:5]=[C:4]3[C:8]([CH:9]=[CH:10][C:2]([S:24]([C:18]4[CH:23]=[CH:22][CH:21]=[CH:20][CH:19]=4)(=[O:26])=[O:25])=[CH:3]3)=[N:7]2)=[CH:12][CH:13]=1, predict the reactants needed to synthesize it. The reactants are: I[C:2]1[CH:10]=[CH:9][C:8]2[C:4](=[CH:5][N:6]([C:11]3[CH:16]=[CH:15][C:14]([F:17])=[CH:13][CH:12]=3)[N:7]=2)[CH:3]=1.[C:18]1([S:24]([O-:26])=[O:25])[CH:23]=[CH:22][CH:21]=[CH:20][CH:19]=1.[Na+].